This data is from Forward reaction prediction with 1.9M reactions from USPTO patents (1976-2016). The task is: Predict the product of the given reaction. (1) Given the reactants [F:1][C:2]1[C:11]([CH2:12][OH:13])=[CH:10][C:5]2[C:6]([CH3:9])=[N:7][O:8][C:4]=2[C:3]=1[F:14].C[N+]1([O-])CCOCC1, predict the reaction product. The product is: [F:1][C:2]1[C:11]([CH:12]=[O:13])=[CH:10][C:5]2[C:6]([CH3:9])=[N:7][O:8][C:4]=2[C:3]=1[F:14]. (2) Given the reactants [OH:1][CH:2]([C:16]1[CH:21]=[CH:20][CH:19]=[C:18]([O:22][CH2:23][C:24](=[O:26])[NH2:25])[CH:17]=1)[CH:3]([C:10]1[CH:15]=[CH:14][CH:13]=[CH:12][CH:11]=1)[CH:4]1[S:9][CH2:8][CH2:7][CH2:6][S:5]1.C(N(CC)CC)C.[C:34](OC(=O)C)(=[O:36])[CH3:35], predict the reaction product. The product is: [C:34]([O:1][CH:2]([C:16]1[CH:21]=[CH:20][CH:19]=[C:18]([O:22][CH2:23][C:24](=[O:26])[NH2:25])[CH:17]=1)[CH:3]([C:10]1[CH:15]=[CH:14][CH:13]=[CH:12][CH:11]=1)[CH:4]1[S:9][CH2:8][CH2:7][CH2:6][S:5]1)(=[O:36])[CH3:35]. (3) Given the reactants [N:1]1([C:7]([O:9][C:10]([CH3:13])([CH3:12])[CH3:11])=[O:8])[CH2:6][CH2:5][NH:4][CH2:3][CH2:2]1.Cl[CH:15]([C:44]1[CH:49]=[CH:48][N:47]=[CH:46][CH:45]=1)[C:16]1[O:17][C:18]2[CH:24]=[CH:23][C:22]([CH2:25][C:26]([NH:28][CH:29]([C:36]3[CH:41]=[CH:40][C:39]([CH3:42])=[CH:38][C:37]=3[CH3:43])[C:30]3[CH:35]=[CH:34][CH:33]=[CH:32][CH:31]=3)=[O:27])=[CH:21][C:19]=2[CH:20]=1.O, predict the reaction product. The product is: [CH3:43][C:37]1[CH:38]=[C:39]([CH3:42])[CH:40]=[CH:41][C:36]=1[CH:29]([NH:28][C:26](=[O:27])[CH2:25][C:22]1[CH:23]=[CH:24][C:18]2[O:17][C:16]([CH:15]([C:44]3[CH:45]=[CH:46][N:47]=[CH:48][CH:49]=3)[N:4]3[CH2:5][CH2:6][N:1]([C:7]([O:9][C:10]([CH3:13])([CH3:12])[CH3:11])=[O:8])[CH2:2][CH2:3]3)=[CH:20][C:19]=2[CH:21]=1)[C:30]1[CH:31]=[CH:32][CH:33]=[CH:34][CH:35]=1. (4) Given the reactants Br[C:2]1[C:3](=[O:9])[NH:4][C:5](=[O:8])[NH:6][CH:7]=1.[NH:10]1[CH2:15][CH2:14][O:13][CH2:12][CH2:11]1, predict the reaction product. The product is: [O:13]1[CH2:14][CH2:15][N:10]([C:2]2[C:3](=[O:9])[NH:4][C:5](=[O:8])[NH:6][CH:7]=2)[CH2:11][CH2:12]1. (5) Given the reactants Cl[C:2]1[N:3]=[CH:4][C:5]2[N:11]([CH3:12])[C:10](=[O:13])[C:9]([F:15])([F:14])[CH2:8][N:7]([CH:16]3[CH2:19][CH2:18][CH2:17]3)[C:6]=2[N:20]=1.[NH2:21][C:22]1[CH:30]=[CH:29][C:25]([C:26]([OH:28])=[O:27])=[CH:24][C:23]=1[O:31][CH3:32], predict the reaction product. The product is: [CH:16]1([N:7]2[CH2:8][C:9]([F:15])([F:14])[C:10](=[O:13])[N:11]([CH3:12])[C:5]3[CH:4]=[N:3][C:2]([NH:21][C:22]4[CH:30]=[CH:29][C:25]([C:26]([OH:28])=[O:27])=[CH:24][C:23]=4[O:31][CH3:32])=[N:20][C:6]2=3)[CH2:19][CH2:18][CH2:17]1. (6) Given the reactants [CH3:1][O:2][C:3](=[O:11])[C:4]1[CH:9]=[CH:8][CH:7]=[N:6][C:5]=1Cl.C(=O)([O-])[O-].[Cs+].[Cs+].[CH3:18][S:19][C:20]1[CH:21]=[C:22]([OH:26])[CH:23]=[CH:24][CH:25]=1, predict the reaction product. The product is: [CH3:1][O:2][C:3](=[O:11])[C:4]1[CH:9]=[CH:8][CH:7]=[N:6][C:5]=1[O:26][C:22]1[CH:23]=[CH:24][CH:25]=[C:20]([S:19][CH3:18])[CH:21]=1. (7) Given the reactants [Br:1][C:2]1[CH:3]=[C:4]([N:18]2[C:22]3=[N:23][CH:24]=[CH:25][CH:26]=[C:21]3[C:20]([C:27]([O:29][CH3:30])=[O:28])=[N:19]2)[CH:5]=[C:6]([CH:8]([O:10][Si](C(C)(C)C)(C)C)[CH3:9])[CH:7]=1.[F-].C([N+](CCCC)(CCCC)CCCC)CCC, predict the reaction product. The product is: [Br:1][C:2]1[CH:3]=[C:4]([N:18]2[C:22]3=[N:23][CH:24]=[CH:25][CH:26]=[C:21]3[C:20]([C:27]([O:29][CH3:30])=[O:28])=[N:19]2)[CH:5]=[C:6]([CH:8]([OH:10])[CH3:9])[CH:7]=1. (8) Given the reactants [CH2:1]([C:3]1[N:4]=[C:5]([CH:15]2[CH2:20][CH2:19][N:18](C(OC(C)(C)C)=O)[CH2:17][CH2:16]2)[N:6]([CH2:8][CH2:9][N:10]2[CH2:14][CH2:13][CH2:12][CH2:11]2)[CH:7]=1)[CH3:2].P(=O)(O)(O)O.Cl.[OH-].[Na+], predict the reaction product. The product is: [CH2:1]([C:3]1[N:4]=[C:5]([CH:15]2[CH2:16][CH2:17][NH:18][CH2:19][CH2:20]2)[N:6]([CH2:8][CH2:9][N:10]2[CH2:14][CH2:13][CH2:12][CH2:11]2)[CH:7]=1)[CH3:2]. (9) Given the reactants C[O:2][C:3](=[O:41])[CH2:4][CH2:5][NH:6][C:7](=[O:40])[C:8]1[CH:13]=[CH:12][C:11]([CH:14]([O:21][C:22]2[CH:27]=[CH:26][C:25]([O:28][CH2:29][C:30]3[CH:35]=[CH:34][C:33]([C:36]([CH3:39])([CH3:38])[CH3:37])=[CH:32][CH:31]=3)=[CH:24][CH:23]=2)[CH2:15][CH2:16][CH2:17][CH2:18][CH2:19][CH3:20])=[CH:10][CH:9]=1.Cl, predict the reaction product. The product is: [C:36]([C:33]1[CH:34]=[CH:35][C:30]([CH2:29][O:28][C:25]2[CH:26]=[CH:27][C:22]([O:21][CH:14]([C:11]3[CH:10]=[CH:9][C:8]([C:7]([NH:6][CH2:5][CH2:4][C:3]([OH:41])=[O:2])=[O:40])=[CH:13][CH:12]=3)[CH2:15][CH2:16][CH2:17][CH2:18][CH2:19][CH3:20])=[CH:23][CH:24]=2)=[CH:31][CH:32]=1)([CH3:37])([CH3:38])[CH3:39]. (10) The product is: [CH2:18]([O:20][C:21](=[O:29])[C:22]1[CH:27]=[CH:26][C:25]([CH:15]2[CH:16]=[CH:17][CH:13]([C:5]3[CH:6]=[C:7]([O:11][CH3:12])[C:8]([O:9][CH3:10])=[C:3]([O:2][CH3:1])[CH:4]=3)[O:14]2)=[CH:24][CH:23]=1)[CH3:19]. Given the reactants [CH3:1][O:2][C:3]1[CH:4]=[C:5]([CH:13]2[CH2:17][CH:16]=[CH:15][O:14]2)[CH:6]=[C:7]([O:11][CH3:12])[C:8]=1[O:9][CH3:10].[CH2:18]([O:20][C:21](=[O:29])[C:22]1[CH:27]=[CH:26][C:25](I)=[CH:24][CH:23]=1)[CH3:19].C1C=CC(P(C2C=CC=CC=2)C2C=CC=CC=2)=CC=1, predict the reaction product.